From a dataset of Forward reaction prediction with 1.9M reactions from USPTO patents (1976-2016). Predict the product of the given reaction. (1) Given the reactants [NH2:1][C:2]1[C:3]([C:17]([O:19]C)=[O:18])=[N:4][C:5]([C:9]2[C:14]([F:15])=[CH:13][CH:12]=[CH:11][C:10]=2[F:16])=[C:6]([F:8])[CH:7]=1.[Li+].[OH-], predict the reaction product. The product is: [NH2:1][C:2]1[C:3]([C:17]([OH:19])=[O:18])=[N:4][C:5]([C:9]2[C:14]([F:15])=[CH:13][CH:12]=[CH:11][C:10]=2[F:16])=[C:6]([F:8])[CH:7]=1. (2) Given the reactants [NH2:1][C:2]1[C:3]([C:21]#[N:22])=[C:4]([CH:18]=[CH:19][CH:20]=1)[O:5][CH2:6][C:7]([CH3:17])([CH3:16])[C:8]([NH:10][CH:11]1[CH2:15][CH2:14][CH2:13][CH2:12]1)=[O:9].O=[C:24]([CH3:31])[CH2:25][C:26]([O:28][CH2:29][CH3:30])=[O:27], predict the reaction product. The product is: [NH2:22][C:21]1[C:3]2[C:2](=[CH:20][CH:19]=[CH:18][C:4]=2[O:5][CH2:6][C:7]([CH3:17])([CH3:16])[C:8]([NH:10][CH:11]2[CH2:15][CH2:14][CH2:13][CH2:12]2)=[O:9])[N:1]=[C:24]([CH3:31])[C:25]=1[C:26]([O:28][CH2:29][CH3:30])=[O:27]. (3) The product is: [NH2:1][CH2:4][CH:5]([CH:7]([NH:29][C:30](=[O:36])[O:31][C:32]([CH3:33])([CH3:35])[CH3:34])[CH2:8][CH:9]([CH2:13][C:14]1[CH:15]=[C:16]2[C:20](=[CH:21][CH:22]=1)[N:19]([CH3:23])[CH:18]=[C:17]2[CH2:24][CH2:25][CH2:26][O:27][CH3:28])[CH:10]([CH3:11])[CH3:12])[OH:6]. Given the reactants [N:1]([CH2:4][CH:5]([CH:7]([NH:29][C:30](=[O:36])[O:31][C:32]([CH3:35])([CH3:34])[CH3:33])[CH2:8][CH:9]([CH2:13][C:14]1[CH:15]=[C:16]2[C:20](=[CH:21][CH:22]=1)[N:19]([CH3:23])[CH:18]=[C:17]2[CH2:24][CH2:25][CH2:26][O:27][CH3:28])[CH:10]([CH3:12])[CH3:11])[OH:6])=[N+]=[N-], predict the reaction product. (4) The product is: [Cl:1][C:2]1[CH:10]=[CH:9][C:8]([C:11]2[C:12]([C@@H:27]([NH:37][C:38](=[O:55])[CH2:39][N:40]3[C:44]4[C:45]([F:49])([F:50])[C@@H:46]5[CH2:48][C@@H:47]5[C:43]=4[C:42]([C:51]([F:54])([F:52])[F:53])=[N:41]3)[CH2:28][C:29]3[CH:34]=[C:33]([F:35])[CH:32]=[C:31]([F:36])[CH:30]=3)=[N:13][C:14]([C:17]#[C:18][C:19]3([OH:26])[CH2:20][CH2:24][CH2:63]3)=[CH:15][CH:16]=2)=[C:7]2[C:3]=1[C:4]([NH:57][S:58]([CH3:61])(=[O:60])=[O:59])=[N:5][N:6]2[CH3:56]. Given the reactants [Cl:1][C:2]1[CH:10]=[CH:9][C:8]([C:11]2[C:12]([C@@H:27]([NH:37][C:38](=[O:55])[CH2:39][N:40]3[C:44]4[C:45]([F:50])([F:49])[C@@H:46]5[CH2:48][C@@H:47]5[C:43]=4[C:42]([C:51]([F:54])([F:53])[F:52])=[N:41]3)[CH2:28][C:29]3[CH:34]=[C:33]([F:35])[CH:32]=[C:31]([F:36])[CH:30]=3)=[N:13][C:14]([C:17]#[C:18][CH:19]([OH:26])[C:20]3N=CN(C)[CH:24]=3)=[CH:15][CH:16]=2)=[C:7]2[C:3]=1[C:4]([NH:57][S:58]([CH3:61])(=[O:60])=[O:59])=[N:5][N:6]2[CH3:56].Cl[C:63]1N=C([C@@H](NC(=O)CN2C3C(F)(F)[C@@H]4C[C@@H]4C=3C(C(F)(F)F)=N2)CC2C=C(F)C=C(F)C=2)C(C2C=CC(Cl)=C3C=2N(C)N=C3NS(C)(=O)=O)=CC=1.C(C1(O)CCC1)#C, predict the reaction product. (5) Given the reactants I[C:2]1[CH:11]=[CH:10][CH:9]=[C:8]2[C:3]=1[C:4](=[O:15])[N:5]([CH3:14])[C:6](=[O:13])[N:7]2[CH3:12].[F-].[Cs+].[CH2:18](B1OC(C)(C)C(C)(C)O1)[CH:19]=[CH2:20], predict the reaction product. The product is: [CH2:20]([C:2]1[CH:11]=[CH:10][CH:9]=[C:8]2[C:3]=1[C:4](=[O:15])[N:5]([CH3:14])[C:6](=[O:13])[N:7]2[CH3:12])[CH:19]=[CH2:18]. (6) Given the reactants C1CN([P+](Br)(N2CCCC2)N2CCCC2)CC1.F[P-](F)(F)(F)(F)F.[CH3:25][S:26]([C:29]1[CH:30]=[C:31]([CH:35]=[CH:36][CH:37]=1)[C:32]([OH:34])=O)(=[O:28])=[O:27].Cl.[NH:39]1[CH2:44][CH2:43][C:42](=[O:45])[CH2:41][CH2:40]1.CCN(C(C)C)C(C)C, predict the reaction product. The product is: [CH3:25][S:26]([C:29]1[CH:30]=[C:31]([CH:35]=[CH:36][CH:37]=1)[C:32]([N:39]1[CH2:44][CH2:43][C:42](=[O:45])[CH2:41][CH2:40]1)=[O:34])(=[O:27])=[O:28].